Dataset: Reaction yield outcomes from USPTO patents with 853,638 reactions. Task: Predict the reaction yield, written as a fraction of the theoretical maximum amount of product (1.0 means a 100% yield; for example, 0.34 means a 34% yield). (1) The product is [NH2:31][C:16]1[N:15]=[CH:14][C:13]([C:11]2[CH:10]=[N:9][N:8]([CH:6]([CH3:7])[C:5]([OH:32])=[O:4])[CH:12]=2)=[CH:18][C:17]=1[O:19][CH:20]([C:22]1[C:27]([Cl:28])=[CH:26][CH:25]=[C:24]([F:29])[C:23]=1[Cl:30])[CH3:21]. The yield is 1.00. The catalyst is O. The reactants are [Li+].[OH-].C[O:4][C:5](=[O:32])[CH:6]([N:8]1[CH:12]=[C:11]([C:13]2[CH:14]=[N:15][C:16]([NH2:31])=[C:17]([O:19][CH:20]([C:22]3[C:27]([Cl:28])=[CH:26][CH:25]=[C:24]([F:29])[C:23]=3[Cl:30])[CH3:21])[CH:18]=2)[CH:10]=[N:9]1)[CH3:7].C1COCC1.CO. (2) The reactants are [Br:1][C:2]1[C:10]2[O:9][CH:8]([CH2:11][OH:12])[CH2:7][C:6]=2[CH:5]=[C:4]([F:13])[CH:3]=1.[C:14]1([CH3:24])[CH:19]=[CH:18][C:17]([S:20](Cl)(=[O:22])=[O:21])=[CH:16][CH:15]=1.CC1C=CC(S(OCC2CC3C(C(F)(F)F)=CC=C(Cl)C=3O2)(=O)=O)=CC=1. No catalyst specified. The product is [CH3:24][C:14]1[CH:19]=[CH:18][C:17]([S:20]([O:12][CH2:11][CH:8]2[CH2:7][C:6]3[CH:5]=[C:4]([F:13])[CH:3]=[C:2]([Br:1])[C:10]=3[O:9]2)(=[O:22])=[O:21])=[CH:16][CH:15]=1. The yield is 0.660. (3) The reactants are [F:1][C:2]1[C:3]([C:22](=[O:30])[NH:23][C:24]2[CH:29]=[CH:28][CH:27]=[CH:26][CH:25]=2)=[C:4]([NH:8][C:9](=O)[C@@H:10]([NH:13][C:14](=[O:20])[O:15][C:16]([CH3:19])([CH3:18])[CH3:17])[CH2:11][CH3:12])[CH:5]=[CH:6][CH:7]=1.C(N(CC)CC)C.C/C(/O[Si](C)(C)C)=N\[Si](C)(C)C. The catalyst is C(#N)C. The yield is 0.670. The product is [F:1][C:2]1[CH:7]=[CH:6][CH:5]=[C:4]2[C:3]=1[C:22](=[O:30])[N:23]([C:24]1[CH:29]=[CH:28][CH:27]=[CH:26][CH:25]=1)[C:9]([C@@H:10]([NH:13][C:14](=[O:20])[O:15][C:16]([CH3:19])([CH3:18])[CH3:17])[CH2:11][CH3:12])=[N:8]2. (4) The reactants are [CH3:1][C:2]1[C:3](=[O:17])[CH2:4][CH2:5][C:6]=1[C:7]1[CH:8]=[CH:9][CH:10]=[C:11]2[C:16]=1[N:15]=[CH:14][CH:13]=[CH:12]2.O1CCCC1.[C:23]1([Li])[CH:28]=[CH:27][CH:26]=[CH:25][CH:24]=1.C(OCC)(=O)C. The catalyst is O. The product is [OH:17][C:3]1([C:23]2[CH:28]=[CH:27][CH:26]=[CH:25][CH:24]=2)[CH2:4][CH2:5][C:6]([C:7]2[CH:8]=[CH:9][CH:10]=[C:11]3[C:16]=2[N:15]=[CH:14][CH:13]=[CH:12]3)=[C:2]1[CH3:1]. The yield is 0.579. (5) The reactants are [CH2:1]([Li])[CH2:2][CH2:3][CH3:4].[C:6]([N:13]1C=C[S:15][CH:14]1[NH2:18])([O:8][C:9]([CH3:12])([CH3:11])[CH3:10])=[O:7].[CH3:19][O:20][C:21]1[CH:26]=[CH:25][CH:24]=[CH:23][C:22]=1CC=O.[O:30]1CCCC1. No catalyst specified. The product is [C:9]([O:8][C:6](=[O:7])[NH:13][C:14]1[S:15][C:2]([CH:3]([OH:30])[CH2:4][C:22]2[CH:23]=[CH:24][CH:25]=[CH:26][C:21]=2[O:20][CH3:19])=[CH:1][N:18]=1)([CH3:10])([CH3:11])[CH3:12]. The yield is 0.280. (6) The reactants are CCCCCCCCCC[CH2:11][CH2:12][O:13]S([O-])(=O)=O.[Na+].[OH:19][CH2:20][CH:21](CO)O.C(S)[C@@H](O)[C@H](O)CS.C1C=CC2S(=O)(=O)OC(C3C=C(Br)C(O)=C(Br)C=3)(C3C=C(Br)C(O)=C(Br)C=3)C=2C=1.[CH2:62]([OH:69])[C:63]([NH2:68])([CH2:66][OH:67])[CH2:64][OH:65]. No catalyst specified. The product is [CH2:21]([N:68]([C:63]([CH2:66][OH:67])([CH2:64][OH:65])[CH2:62][OH:69])[CH2:11][CH2:12][OH:13])[CH2:20][OH:19]. The yield is 0.100. (7) The reactants are C(=O)([O-])[O-].[Cs+].[Cs+].FC(F)(F)S(O[C:13]1[CH:14]=[CH:15][C:16]2[O:20][C:19]([C:21]3[CH:26]=[CH:25][C:24]([F:27])=[CH:23][CH:22]=3)=[C:18]([C:28](=[O:31])[NH:29][CH3:30])[C:17]=2[CH:32]=1)(=O)=O.[CH:35]([C:37]1[CH:38]=[C:39](B(O)O)[CH:40]=[CH:41][CH:42]=1)=[O:36].O1CCOCC1. The catalyst is C(OCC)(=O)C.C1C=CC([P]([Pd]([P](C2C=CC=CC=2)(C2C=CC=CC=2)C2C=CC=CC=2)([P](C2C=CC=CC=2)(C2C=CC=CC=2)C2C=CC=CC=2)[P](C2C=CC=CC=2)(C2C=CC=CC=2)C2C=CC=CC=2)(C2C=CC=CC=2)C2C=CC=CC=2)=CC=1.O. The product is [F:27][C:24]1[CH:23]=[CH:22][C:21]([C:19]2[O:20][C:16]3[CH:15]=[CH:14][C:13]([C:41]4[CH:40]=[CH:39][CH:38]=[C:37]([CH:35]=[O:36])[CH:42]=4)=[CH:32][C:17]=3[C:18]=2[C:28]([NH:29][CH3:30])=[O:31])=[CH:26][CH:25]=1. The yield is 0.410.